Dataset: Catalyst prediction with 721,799 reactions and 888 catalyst types from USPTO. Task: Predict which catalyst facilitates the given reaction. (1) Reactant: [C:1]([N:8]1[CH2:14][CH2:13][CH2:12][NH:11][CH2:10][CH2:9]1)([O:3][C:4]([CH3:7])([CH3:6])[CH3:5])=[O:2].[CH3:15][S:16](Cl)(=[O:18])=[O:17]. Product: [C:4]([O:3][C:1]([N:8]1[CH2:14][CH2:13][CH2:12][N:11]([S:16]([CH3:15])(=[O:18])=[O:17])[CH2:10][CH2:9]1)=[O:2])([CH3:7])([CH3:6])[CH3:5]. The catalyst class is: 66. (2) Reactant: [Cl:1][C:2]1[CH:3]=[C:4]([C:9]2([C:22]([F:25])([F:24])[F:23])[O:13][N:12]=[C:11]([C:14]3[CH:15]=[CH:16][C:17]([CH3:21])=[C:18]([CH:20]=3)[NH2:19])[CH2:10]2)[CH:5]=[C:6]([Cl:8])[CH:7]=1.[C:26](O)(=[O:33])[C:27]1[CH:32]=[CH:31][CH:30]=[N:29][CH:28]=1.Cl.C(N(CC)CCCN=C=NCC)C.C(=O)([O-])O.[Na+]. Product: [Cl:1][C:2]1[CH:3]=[C:4]([C:9]2([C:22]([F:23])([F:25])[F:24])[O:13][N:12]=[C:11]([C:14]3[CH:15]=[CH:16][C:17]([CH3:21])=[C:18]([NH:19][C:26](=[O:33])[C:27]4[CH:32]=[CH:31][CH:30]=[N:29][CH:28]=4)[CH:20]=3)[CH2:10]2)[CH:5]=[C:6]([Cl:8])[CH:7]=1. The catalyst class is: 9.